This data is from Catalyst prediction with 721,799 reactions and 888 catalyst types from USPTO. The task is: Predict which catalyst facilitates the given reaction. (1) Reactant: [Br:1][C:2]1[CH:3]=[C:4]([C:14](=[O:33])[CH2:15][C:16]2[C:30]([CH3:31])=[CH:29][C:28]([Cl:32])=[CH:27][C:17]=2[C:18]([N:20]=[S:21]2[CH2:26][CH2:25][CH2:24][CH2:23][CH2:22]2)=[O:19])[N:5]([C:7]2[CH:12]=[CH:11][CH:10]=[CH:9][C:8]=2[Cl:13])[N:6]=1.OO.C(=O)([O-])[O-:37].[Na+].[Na+].C(Cl)Cl. Product: [Br:1][C:2]1[CH:3]=[C:4]([C:14](=[O:33])[CH2:15][C:16]2[C:30]([CH3:31])=[CH:29][C:28]([Cl:32])=[CH:27][C:17]=2[C:18]([N:20]=[S:21]2(=[O:37])[CH2:22][CH2:23][CH2:24][CH2:25][CH2:26]2)=[O:19])[N:5]([C:7]2[CH:12]=[CH:11][CH:10]=[CH:9][C:8]=2[Cl:13])[N:6]=1. The catalyst class is: 15. (2) Reactant: [N+:1]([C:4]1[CH:5]=[C:6]([CH:9]=[CH:10][C:11]=1[N:12]1[CH:16]=[CH:15][CH:14]=[CH:13]1)[C:7]#[N:8])([O-])=O.Cl[Sn]Cl.C([O-])(O)=O.[Na+]. Product: [NH2:1][C:4]1[CH:5]=[C:6]([CH:9]=[CH:10][C:11]=1[N:12]1[CH:16]=[CH:15][CH:14]=[CH:13]1)[C:7]#[N:8]. The catalyst class is: 8. (3) Reactant: [CH3:1][O:2][C:3]1[CH:18]=[CH:17][C:6]([O:7][C:8]2[CH:13]=[CH:12][C:11]([C:14](=[O:16])[CH3:15])=[CH:10][CH:9]=2)=[CH:5][CH:4]=1.[CH:19](OCC)=[O:20].CC([O-])(C)C.[K+].CC(O)=O. Product: [CH3:1][O:2][C:3]1[CH:18]=[CH:17][C:6]([O:7][C:8]2[CH:13]=[CH:12][C:11]([C:14](=[O:16])[CH2:15][CH:19]=[O:20])=[CH:10][CH:9]=2)=[CH:5][CH:4]=1. The catalyst class is: 11. (4) Reactant: [OH-].[Na+].[Cl:3][C:4]1[CH:38]=[CH:37][C:7]([CH2:8][N:9]2[C:14]([NH:15][C:16]3[CH:21]=[CH:20][C:19]([O:22][C:23]4[CH:28]=[CH:27][CH:26]=[C:25]([C:29]([O:31]C)=[O:30])[CH:24]=4)=[CH:18][CH:17]=3)=[CH:13][C:12](=[O:33])[N:11]([CH2:34][CH3:35])[C:10]2=[O:36])=[CH:6][CH:5]=1.CO.C(O)(=O)CC(CC(O)=O)(C(O)=O)O. Product: [Cl:3][C:4]1[CH:5]=[CH:6][C:7]([CH2:8][N:9]2[C:14]([NH:15][C:16]3[CH:17]=[CH:18][C:19]([O:22][C:23]4[CH:28]=[CH:27][CH:26]=[C:25]([C:29]([OH:31])=[O:30])[CH:24]=4)=[CH:20][CH:21]=3)=[CH:13][C:12](=[O:33])[N:11]([CH2:34][CH3:35])[C:10]2=[O:36])=[CH:37][CH:38]=1. The catalyst class is: 90.